Dataset: Full USPTO retrosynthesis dataset with 1.9M reactions from patents (1976-2016). Task: Predict the reactants needed to synthesize the given product. (1) Given the product [CH3:23][C@H:24]1[NH:25][CH2:26][CH2:27][N:28]([C:3]([C:16]2[CH:21]=[CH:20][CH:19]=[CH:18][CH:17]=2)([C:10]2[CH:15]=[CH:14][CH:13]=[CH:12][CH:11]=2)[C:4]2[CH:9]=[CH:8][CH:7]=[CH:6][CH:5]=2)[CH2:29]1, predict the reactants needed to synthesize it. The reactants are: [OH-].[K+].[C:3](Cl)([C:16]1[CH:21]=[CH:20][CH:19]=[CH:18][CH:17]=1)([C:10]1[CH:15]=[CH:14][CH:13]=[CH:12][CH:11]=1)[C:4]1[CH:9]=[CH:8][CH:7]=[CH:6][CH:5]=1.[CH3:23][C@@H:24]1[CH2:29][NH:28][CH2:27][CH2:26][NH:25]1.C([O-])([O-])=O.[K+].[K+]. (2) Given the product [CH3:1][O:2][CH2:3][CH2:4][N:5]([C:10]1[CH:45]=[CH:44][CH:43]=[CH:42][C:11]=1[CH2:12][N:13]1[C:17]2[N:18]=[C:19]([NH:22][C:23]3[CH:28]=[CH:27][C:26]([N:29]4[CH2:34][CH2:33][NH:32][CH2:31][CH2:30]4)=[CH:25][CH:24]=3)[N:20]=[CH:21][C:16]=2[CH:15]=[CH:14]1)[S:6]([CH3:9])(=[O:7])=[O:8], predict the reactants needed to synthesize it. The reactants are: [CH3:1][O:2][CH2:3][CH2:4][N:5]([C:10]1[CH:45]=[CH:44][CH:43]=[CH:42][C:11]=1[CH2:12][N:13]1[C:17]2[N:18]=[C:19]([NH:22][C:23]3[CH:28]=[CH:27][C:26]([N:29]4[CH2:34][CH2:33][N:32](C(OC(C)(C)C)=O)[CH2:31][CH2:30]4)=[CH:25][CH:24]=3)[N:20]=[CH:21][C:16]=2[CH:15]=[CH:14]1)[S:6]([CH3:9])(=[O:8])=[O:7].FC(F)(F)C(O)=O.CO.C(Cl)Cl. (3) Given the product [N+:19]([C:15]1[C:16]([NH2:18])=[N:17][C:12]([NH:11][CH2:10][CH2:9][NH:8][C:6]2[N:5]3[N:22]=[CH:23][N:24]=[C:4]3[CH:3]=[C:2]([C:32]3[CH:33]=[CH:34][CH:35]=[C:30]([N:25]4[CH2:26][CH2:27][CH2:28][CH2:29]4)[CH:31]=3)[N:7]=2)=[CH:13][CH:14]=1)([O-:21])=[O:20], predict the reactants needed to synthesize it. The reactants are: Cl[C:2]1[N:7]=[C:6]([NH:8][CH2:9][CH2:10][NH:11][C:12]2[N:17]=[C:16]([NH2:18])[C:15]([N+:19]([O-:21])=[O:20])=[CH:14][CH:13]=2)[N:5]2[N:22]=[CH:23][N:24]=[C:4]2[CH:3]=1.[N:25]1([C:30]2[CH:31]=[C:32](B(O)O)[CH:33]=[CH:34][CH:35]=2)[CH2:29][CH2:28][CH2:27][CH2:26]1. (4) Given the product [CH3:1][O:2][C:3]1[CH:4]=[C:5]2[C:10](=[CH:11][CH:12]=1)[N:9]=[CH:8][CH:7]=[C:6]2[N:13]1[CH2:14][CH2:15][N:16]([CH2:19][CH2:20][NH:21][CH2:40][C:37]2[CH:38]=[CH:39][C:33]3[O:32][CH2:31][C:30](=[O:29])[NH:35][C:34]=3[N:36]=2)[CH2:17][CH2:18]1, predict the reactants needed to synthesize it. The reactants are: [CH3:1][O:2][C:3]1[CH:4]=[C:5]2[C:10](=[CH:11][CH:12]=1)[N:9]=[CH:8][CH:7]=[C:6]2[N:13]1[CH2:18][CH2:17][N:16]([CH2:19][CH2:20][NH2:21])[CH2:15][CH2:14]1.[O-]S([O-])(=O)=O.[Na+].[Na+].[O:29]=[C:30]1[NH:35][C:34]2[N:36]=[C:37]([CH:40]=O)[CH:38]=[CH:39][C:33]=2[O:32][CH2:31]1.[BH4-].[Na+]. (5) Given the product [Cl:3][CH2:22][C:21]1[CH:20]=[C:19]([CH:26]=[CH:25][CH:24]=1)[O:18][CH2:17][C:7]1[N:8]=[C:9]([C:11]2[CH:16]=[CH:15][CH:14]=[CH:13][CH:12]=2)[O:10][C:6]=1[CH3:5], predict the reactants needed to synthesize it. The reactants are: S(Cl)([Cl:3])=O.[CH3:5][C:6]1[O:10][C:9]([C:11]2[CH:16]=[CH:15][CH:14]=[CH:13][CH:12]=2)=[N:8][C:7]=1[CH2:17][O:18][C:19]1[CH:20]=[C:21]([CH:24]=[CH:25][CH:26]=1)[CH2:22]O.C1(C)C=CC=CC=1.